Dataset: Forward reaction prediction with 1.9M reactions from USPTO patents (1976-2016). Task: Predict the product of the given reaction. Given the reactants [CH3:1][O:2][C:3]1[CH:12]=[C:11]2[C:6]([C:7]([C:14]3[CH:19]=[CH:18][CH:17]=[CH:16][C:15]=3[O:20][CH3:21])=[N:8][NH:9][C:10]2=O)=[CH:5][CH:4]=1.P(Cl)(Cl)([Cl:24])=O, predict the reaction product. The product is: [Cl:24][C:10]1[C:11]2[C:6](=[CH:5][CH:4]=[C:3]([O:2][CH3:1])[CH:12]=2)[C:7]([C:14]2[CH:19]=[CH:18][CH:17]=[CH:16][C:15]=2[O:20][CH3:21])=[N:8][N:9]=1.